From a dataset of NCI-60 drug combinations with 297,098 pairs across 59 cell lines. Regression. Given two drug SMILES strings and cell line genomic features, predict the synergy score measuring deviation from expected non-interaction effect. (1) Drug 1: CC(C)CN1C=NC2=C1C3=CC=CC=C3N=C2N. Drug 2: C1C(C(OC1N2C=NC(=NC2=O)N)CO)O. Cell line: TK-10. Synergy scores: CSS=1.57, Synergy_ZIP=-0.801, Synergy_Bliss=-1.49, Synergy_Loewe=-3.78, Synergy_HSA=-3.41. (2) Drug 1: C(=O)(N)NO. Drug 2: C(CN)CNCCSP(=O)(O)O. Cell line: U251. Synergy scores: CSS=-0.981, Synergy_ZIP=7.70, Synergy_Bliss=8.95, Synergy_Loewe=5.38, Synergy_HSA=1.03. (3) Synergy scores: CSS=21.4, Synergy_ZIP=-8.20, Synergy_Bliss=0.861, Synergy_Loewe=-10.9, Synergy_HSA=-0.728. Drug 1: CC12CCC(CC1=CCC3C2CCC4(C3CC=C4C5=CN=CC=C5)C)O. Drug 2: CS(=O)(=O)CCNCC1=CC=C(O1)C2=CC3=C(C=C2)N=CN=C3NC4=CC(=C(C=C4)OCC5=CC(=CC=C5)F)Cl. Cell line: NCI-H522. (4) Drug 1: CN1C(=O)N2C=NC(=C2N=N1)C(=O)N. Drug 2: B(C(CC(C)C)NC(=O)C(CC1=CC=CC=C1)NC(=O)C2=NC=CN=C2)(O)O. Cell line: HCC-2998. Synergy scores: CSS=27.0, Synergy_ZIP=-0.451, Synergy_Bliss=-7.17, Synergy_Loewe=-72.1, Synergy_HSA=-10.4. (5) Drug 1: C1=CN(C(=O)N=C1N)C2C(C(C(O2)CO)O)O.Cl. Drug 2: C1=CN(C=N1)CC(O)(P(=O)(O)O)P(=O)(O)O. Cell line: EKVX. Synergy scores: CSS=3.22, Synergy_ZIP=-3.47, Synergy_Bliss=-2.89, Synergy_Loewe=-0.837, Synergy_HSA=-0.638. (6) Drug 1: C1=CC=C(C=C1)NC(=O)CCCCCCC(=O)NO. Drug 2: C1CN1C2=NC(=NC(=N2)N3CC3)N4CC4. Cell line: SF-539. Synergy scores: CSS=62.9, Synergy_ZIP=0.199, Synergy_Bliss=1.72, Synergy_Loewe=2.74, Synergy_HSA=5.13.